The task is: Predict the reaction yield, written as a fraction of the theoretical maximum amount of product (1.0 means a 100% yield; for example, 0.34 means a 34% yield).. This data is from Reaction yield outcomes from USPTO patents with 853,638 reactions. (1) The reactants are [NH2:1][C:2]1([C:8]([OH:10])=[O:9])[CH2:7][CH2:6][CH2:5][CH2:4][CH2:3]1.[CH2:11](N(CC)CC)C.[C:18]([O:21][CH2:22][CH3:23])(=[O:20])[CH3:19].CN(C)[CH:26]=[O:27]. No catalyst specified. The product is [O:20]=[C:18]1[CH:19]=[CH:11][C:23]([C:26]([NH:1][C:2]2([C:8]([OH:10])=[O:9])[CH2:7][CH2:6][CH2:5][CH2:4][CH2:3]2)=[O:27])=[CH:22][O:21]1. The yield is 0.600. (2) The reactants are [NH2:1][CH2:2][CH2:3][CH2:4][C:5]([OH:7])=[O:6].[CH2:8]=O.CO[C:12](=[O:30])[C:13]([OH:29])=[CH:14][C:15](=[O:28])[N:16]([CH2:19][C:20]1[CH:25]=[CH:24][C:23]([Cl:26])=[C:22]([Cl:27])[CH:21]=1)[O:17][CH3:18]. The catalyst is C(O)(=O)C. The product is [Cl:27][C:22]1[CH:21]=[C:20]([CH:25]=[CH:24][C:23]=1[Cl:26])[CH2:19][N:16]([O:17][CH3:18])[C:15]([C:14]1[CH2:8][N:1]([CH2:2][CH2:3][CH2:4][C:5]([OH:7])=[O:6])[C:12](=[O:30])[C:13]=1[OH:29])=[O:28]. The yield is 0.340.